The task is: Regression. Given a peptide amino acid sequence and an MHC pseudo amino acid sequence, predict their binding affinity value. This is MHC class I binding data.. This data is from Peptide-MHC class I binding affinity with 185,985 pairs from IEDB/IMGT. (1) The peptide sequence is KMQRMLLEK. The MHC is HLA-A03:01 with pseudo-sequence HLA-A03:01. The binding affinity (normalized) is 0.588. (2) The peptide sequence is ILDDNLYKV. The MHC is HLA-A02:01 with pseudo-sequence HLA-A02:01. The binding affinity (normalized) is 0.966.